From a dataset of Full USPTO retrosynthesis dataset with 1.9M reactions from patents (1976-2016). Predict the reactants needed to synthesize the given product. (1) Given the product [Br:1][C:2]1[C:7]2[CH2:8][O:9][CH:10]([C:12]3[CH:13]=[CH:14][CH:15]=[CH:16][CH:17]=3)[O:11][C:6]=2[C:5]([O:18][CH:23]([CH3:24])[CH3:22])=[C:4]([N+:19]([O-:21])=[O:20])[CH:3]=1, predict the reactants needed to synthesize it. The reactants are: [Br:1][C:2]1[C:7]2[CH2:8][O:9][CH:10]([C:12]3[CH:17]=[CH:16][CH:15]=[CH:14][CH:13]=3)[O:11][C:6]=2[C:5]([OH:18])=[C:4]([N+:19]([O-:21])=[O:20])[CH:3]=1.[CH3:22][CH:23](O)[CH3:24].C1C=CC(P(C2C=CC=CC=2)C2C=CC=CC=2)=CC=1.CCOC(/N=N/C(OCC)=O)=O. (2) Given the product [OH:6][N:7]1[C:12](=[O:13])[C:11]2[O:14][C:15]3[CH:20]=[CH:19][CH:18]=[CH:17][C:16]=3[C:10]=2[N:9]([CH2:29][C:30]2[N:31]=[C:32]([CH3:35])[S:33][CH:34]=2)[C:8]1=[O:21], predict the reactants needed to synthesize it. The reactants are: COC1C=C(OC)C=CC=1C[O:6][N:7]1[C:12](=[O:13])[C:11]2[O:14][C:15]3[CH:20]=[CH:19][CH:18]=[CH:17][C:16]=3[C:10]=2[NH:9][C:8]1=[O:21].Cl[CH2:29][C:30]1[N:31]=[C:32]([CH3:35])[S:33][CH:34]=1.